Dataset: Reaction yield outcomes from USPTO patents with 853,638 reactions. Task: Predict the reaction yield, written as a fraction of the theoretical maximum amount of product (1.0 means a 100% yield; for example, 0.34 means a 34% yield). (1) The reactants are [NH2:1][C@@H:2]([C:7]1[C:16]2[C:11](=[CH:12][CH:13]=[CH:14][CH:15]=2)[CH:10]=[CH:9][CH:8]=1)[C:3]([CH3:6])([OH:5])[CH3:4].C([N:19]([CH2:22][CH3:23])CC)C.[CH3:24][C:25]([CH3:32])([C:29](Cl)=[O:30])[C:26](Cl)=[O:27].[Cl-].[NH4+]. The catalyst is ClCCl. The product is [C:7]1([C@H:2]([NH:1][C:26](=[O:27])[C:25]([CH3:32])([CH3:24])[C:29]([NH:19][C@@H:22]([C:23]2[C:10]3[C:11](=[CH:16][CH:7]=[CH:8][CH:9]=3)[CH:12]=[CH:13][CH:14]=2)[C:3]([CH3:4])([OH:5])[CH3:2])=[O:30])[C:3]([OH:5])([CH3:6])[CH3:4])[C:16]2[C:11](=[CH:12][CH:13]=[CH:14][CH:15]=2)[CH:10]=[CH:9][CH:8]=1. The yield is 1.00. (2) The reactants are CC1(C)C(C)(C)OB([C:9]2[CH:10]=[C:11]3[C:17]([C:18]4[CH:23]=[CH:22][C:21]([O:24]S(C5C=CC(C)=CC=5)(=O)=O)=[CH:20][CH:19]=4)=[CH:16][N:15](S(C4C=CC(C)=CC=4)(=O)=O)[C:12]3=[N:13][CH:14]=2)O1.C(#N)C.C(=O)([O-])[O-].[Na+].[Na+].Br[C:56]1[N:57]([CH3:61])[CH:58]=[CH:59][N:60]=1. The catalyst is CS(C)=O.CO. The product is [CH3:61][N:57]1[CH:58]=[CH:59][N:60]=[C:56]1[C:9]1[CH:10]=[C:11]2[C:17]([C:18]3[CH:19]=[CH:20][C:21]([OH:24])=[CH:22][CH:23]=3)=[CH:16][NH:15][C:12]2=[N:13][CH:14]=1. The yield is 0.520. (3) The reactants are [CH3:1][O:2][C:3](=[O:25])[CH2:4][C@@H:5]([NH:17]C(OC(C)(C)C)=O)[CH2:6][S:7][CH2:8][C:9]1[CH:14]=[CH:13][C:12]([O:15][CH3:16])=[CH:11][CH:10]=1.Cl.O1CCOCC1. The catalyst is ClCCl. The product is [CH3:1][O:2][C:3](=[O:25])[CH2:4][C@@H:5]([NH2:17])[CH2:6][S:7][CH2:8][C:9]1[CH:10]=[CH:11][C:12]([O:15][CH3:16])=[CH:13][CH:14]=1. The yield is 0.870. (4) The catalyst is CN(C)C=O. The yield is 0.820. The reactants are [CH:1]1([NH:4][CH2:5][CH:6]2[CH2:9][N:8]([C:10]([C:12]3[CH:13]=[C:14]([CH:27]=[CH:28][C:29]=3[F:30])[CH2:15][C:16]3[C:25]4[C:20](=[CH:21][CH:22]=[CH:23][CH:24]=4)[C:19](=[O:26])[NH:18][N:17]=3)=[O:11])[CH2:7]2)[CH2:3][CH2:2]1.C([O-])([O-])=O.[Na+].[Na+].Br[CH2:38][C:39]#[CH:40]. The product is [CH:1]1([N:4]([CH2:5][CH:6]2[CH2:7][N:8]([C:10]([C:12]3[CH:13]=[C:14]([CH:27]=[CH:28][C:29]=3[F:30])[CH2:15][C:16]3[C:25]4[C:20](=[CH:21][CH:22]=[CH:23][CH:24]=4)[C:19](=[O:26])[NH:18][N:17]=3)=[O:11])[CH2:9]2)[CH2:40][C:39]#[CH:38])[CH2:2][CH2:3]1. (5) The reactants are [O:1]1[CH:5]=[CH:4][C:3](B(O)O)=[CH:2]1.Br[C:10]1[CH:11]=[C:12]([CH:15]=[CH:16][CH:17]=1)[CH2:13][NH2:14]. No catalyst specified. The product is [O:1]1[CH:5]=[CH:4][C:3]([C:10]2[CH:11]=[C:12]([CH2:13][NH2:14])[CH:15]=[CH:16][CH:17]=2)=[CH:2]1. The yield is 0.760. (6) The reactants are CO[CH:3](OC)[N:4]([CH3:6])[CH3:5].[Cl:9][C:10]1[CH:18]=[CH:17][CH:16]=[CH:15][C:11]=1[CH2:12][C:13]#[N:14]. No catalyst specified. The product is [Cl:9][C:10]1[CH:18]=[CH:17][CH:16]=[CH:15][C:11]=1/[C:12](=[CH:3]/[N:4]([CH3:6])[CH3:5])/[C:13]#[N:14]. The yield is 0.920. (7) The reactants are [CH3:1][C:2]1([CH3:18])[C:6]([CH3:8])([CH3:7])[O:5][B:4]([CH:9]=[CH:10][CH:11]([OH:17])[CH2:12][CH2:13][CH2:14][CH2:15][CH3:16])[O:3]1.[H-].[Na+].[CH2:21](Br)[CH:22]=[CH2:23]. The catalyst is C1COCC1. The product is [CH2:23]([O:17][CH:11]([CH2:12][CH2:13][CH2:14][CH2:15][CH3:16])/[CH:10]=[CH:9]/[B:4]1[O:3][C:2]([CH3:1])([CH3:18])[C:6]([CH3:7])([CH3:8])[O:5]1)[CH:22]=[CH2:21]. The yield is 0.570. (8) The reactants are [Cl:1][C:2]1[N:7]=[C:6]([C:8]([C:10]2[C:15](F)=[N:14][CH:13]=[CH:12][N:11]=2)=O)[CH:5]=[CH:4][CH:3]=1.[NH2:17][NH2:18]. The catalyst is C1COCC1. The product is [Cl:1][C:2]1[N:7]=[C:6]([C:8]2[C:10]3[C:15](=[N:14][CH:13]=[CH:12][N:11]=3)[NH:18][N:17]=2)[CH:5]=[CH:4][CH:3]=1. The yield is 0.640.